This data is from Catalyst prediction with 721,799 reactions and 888 catalyst types from USPTO. The task is: Predict which catalyst facilitates the given reaction. (1) Reactant: [F:1][C:2]1[CH:7]=[C:6]([F:8])[C:5]([F:9])=[CH:4][C:3]=1[C:10](=[O:18])[CH2:11]C1C=CC=CC=1.[Br:19]Br. Product: [Br:19][CH2:11][C:10]([C:3]1[CH:4]=[C:5]([F:9])[C:6]([F:8])=[CH:7][C:2]=1[F:1])=[O:18]. The catalyst class is: 2. (2) Reactant: [C:1]([NH:5][S:6]([C:9]1[C:10]([C:15]2[CH:20]=[CH:19][C:18]([NH2:21])=[C:17]([NH2:22])[CH:16]=2)=[CH:11][CH:12]=[CH:13][CH:14]=1)(=[O:8])=[O:7])([CH3:4])([CH3:3])[CH3:2].Cl.C(O[C:27](=N)[CH2:28][Cl:29])C. Product: [C:1]([NH:5][S:6]([C:9]1[CH:14]=[CH:13][CH:12]=[CH:11][C:10]=1[C:15]1[CH:20]=[CH:19][C:18]2[NH:21][C:27]([CH2:28][Cl:29])=[N:22][C:17]=2[CH:16]=1)(=[O:8])=[O:7])([CH3:4])([CH3:2])[CH3:3]. The catalyst class is: 8.